From a dataset of Catalyst prediction with 721,799 reactions and 888 catalyst types from USPTO. Predict which catalyst facilitates the given reaction. (1) Reactant: O1CCCCC1[O:7][C:8]1[CH:9]=[C:10]([N:14]2[CH2:19][CH2:18][N:17]([C:20]([O:22][C:23]([CH3:26])([CH3:25])[CH3:24])=[O:21])[CH2:16][CH2:15]2)[CH:11]=[CH:12][CH:13]=1.C1(C)C=CC(S([O-])(=O)=O)=CC=1.[NH+]1C=CC=CC=1. Product: [OH:7][C:8]1[CH:9]=[C:10]([N:14]2[CH2:19][CH2:18][N:17]([C:20]([O:22][C:23]([CH3:26])([CH3:25])[CH3:24])=[O:21])[CH2:16][CH2:15]2)[CH:11]=[CH:12][CH:13]=1. The catalyst class is: 8. (2) Reactant: [NH2:1][C:2]1[CH:3]=[CH:4][CH:5]=[C:6]2[C:11]=1[C:10](=[O:12])[N:9]([C:13]1[CH:18]=[CH:17][C:16]([C:19]([CH3:22])([CH3:21])[CH3:20])=[CH:15][CH:14]=1)[N:8]=[CH:7]2.[NH:23]1[C:27]2=[N:28][CH:29]=[CH:30][CH:31]=[C:26]2[C:25]([CH:32]=O)=[CH:24]1.[BH-](OC(C)=O)(OC(C)=O)OC(C)=O.[Na+]. Product: [CH3:20][C:19]([C:16]1[CH:15]=[CH:14][C:13]([N:9]2[N:8]=[CH:7][C:6]3[C:11](=[C:2]([NH:1][CH2:32][C:25]4[C:26]5[C:27](=[N:28][CH:29]=[CH:30][CH:31]=5)[NH:23][CH:24]=4)[CH:3]=[CH:4][CH:5]=3)[C:10]2=[O:12])=[CH:18][CH:17]=1)([CH3:22])[CH3:21]. The catalyst class is: 2. (3) Product: [C:1]([N:4]1[CH2:9][CH2:8][N:7]([C:10](=[N:12][C:13](=[O:14])[C:15]2[CH:16]=[CH:17][C:18]([C:21]3[C:34]4[C:29](=[CH:30][C:31]([O:37][CH3:38])=[C:32]([O:35][CH3:36])[CH:33]=4)[CH:28]4[CH:23]([CH2:24][CH2:25][CH:26]([OH:39])[CH2:27]4)[N:22]=3)=[CH:19][CH:20]=2)[NH2:11])[CH2:6][CH2:5]1)(=[O:3])[CH3:2]. The catalyst class is: 5. Reactant: [C:1]([N:4]1[CH2:9][CH2:8][N:7]([C:10](=[N:12][C:13]([C:15]2[CH:20]=[CH:19][C:18]([C:21]3[C:34]4[C:29](=[CH:30][C:31]([O:37][CH3:38])=[C:32]([O:35][CH3:36])[CH:33]=4)[CH:28]4[CH:23]([CH2:24][CH2:25][CH:26]([O:39]C(=O)C)[CH2:27]4)[N:22]=3)=[CH:17][CH:16]=2)=[O:14])[NH2:11])[CH2:6][CH2:5]1)(=[O:3])[CH3:2].C(=O)([O-])[O-].[Cs+].[Cs+]. (4) Reactant: [CH3:1][O:2][C:3]1[C:4]([CH3:17])=[C:5]2[C:9](=[CH:10][CH:11]=1)[NH:8][C:7]([C:12]([O:14]CC)=O)=[CH:6]2.[CH3:18][C:19]([O-])(C)C.[K+].C1COCC1.C(OC)(=O)C=C.Cl. Product: [CH3:1][O:2][C:3]1[CH:11]=[CH:10][C:9]2[N:8]3[CH2:18][CH2:19][C:12](=[O:14])[C:7]3=[CH:6][C:5]=2[C:4]=1[CH3:17]. The catalyst class is: 11. (5) Reactant: Br[C:2]1[S:10][C:9]2[C:8](=[O:11])[NH:7][C:6]([CH2:12][N:13]3[CH2:17][CH2:16][CH2:15][CH2:14]3)=[N:5][C:4]=2[CH:3]=1.[CH3:18][C:19]1[C:23](B2OC(C)(C)C(C)(C)O2)=[CH:22][N:21](C(OC(C)(C)C)=O)[N:20]=1.C(=O)([O-])[O-].[Na+].[Na+].COCCOC. Product: [CH3:18][C:19]1[NH:20][N:21]=[CH:22][C:23]=1[C:2]1[S:10][C:9]2[C:8](=[O:11])[NH:7][C:6]([CH2:12][N:13]3[CH2:17][CH2:16][CH2:15][CH2:14]3)=[N:5][C:4]=2[CH:3]=1. The catalyst class is: 6. (6) Reactant: [C:1]1(S(OCC#C)(=O)=O)[CH:6]=CC=C[CH:2]=1.[CH:14]1[C:19]([OH:20])=[CH:18][CH:17]=[CH:16][C:15]=1[CH3:21].C(=O)([O-])[O-].[K+].[K+]. Product: [CH3:21][C:15]1[CH:16]=[CH:17][CH:18]=[C:19]([O:20][CH2:6][C:1]#[CH:2])[CH:14]=1. The catalyst class is: 21. (7) Reactant: [O:1]=[C:2]1[C:7]([CH2:8][C:9]2[CH:14]=[CH:13][C:12]([C:15]3[C:16]([C:21]#[N:22])=[CH:17][CH:18]=[CH:19][CH:20]=3)=[CH:11][CH:10]=2)=[C:6]([CH2:23][CH2:24][CH3:25])[N:5]2[N:26]=[CH:27][N:28]=[C:4]2[N:3]1[C@H:29]1[CH2:34][CH2:33][C@H:32]([O:35][CH2:36][C:37](=[O:40])[CH2:38][CH3:39])[CH2:31][CH2:30]1.[BH4-].[Na+].[Cl-].[NH4+]. Product: [OH:40][CH:37]([CH2:38][CH3:39])[CH2:36][O:35][C@H:32]1[CH2:33][CH2:34][C@H:29]([N:3]2[C:2](=[O:1])[C:7]([CH2:8][C:9]3[CH:14]=[CH:13][C:12]([C:15]4[C:16]([C:21]#[N:22])=[CH:17][CH:18]=[CH:19][CH:20]=4)=[CH:11][CH:10]=3)=[C:6]([CH2:23][CH2:24][CH3:25])[N:5]3[N:26]=[CH:27][N:28]=[C:4]23)[CH2:30][CH2:31]1. The catalyst class is: 83.